This data is from Forward reaction prediction with 1.9M reactions from USPTO patents (1976-2016). The task is: Predict the product of the given reaction. (1) Given the reactants [Cl:1][C:2]1[S:6][C:5]([C:7]([NH:9][CH2:10][C@H:11]([O:24][C:25](=[O:40])[NH:26][C:27]2[CH:32]=[CH:31][C:30]([N:33]3[CH2:38][CH2:37][O:36][CH2:35][C:34]3=[O:39])=[CH:29][CH:28]=2)[CH2:12]OS(C2C=CC(C)=CC=2)(=O)=O)=[O:8])=[CH:4][CH:3]=1.CC(C)([O-])C.[Li+], predict the reaction product. The product is: [Cl:1][C:2]1[S:6][C:5]([C:7]([NH:9][CH2:10][C@@H:11]2[O:24][C:25](=[O:40])[N:26]([C:27]3[CH:28]=[CH:29][C:30]([N:33]4[CH2:38][CH2:37][O:36][CH2:35][C:34]4=[O:39])=[CH:31][CH:32]=3)[CH2:12]2)=[O:8])=[CH:4][CH:3]=1. (2) Given the reactants [CH3:1][CH:2]([CH3:11])[C:3](=[O:10])[CH2:4][C:5]([O:7][CH2:8][CH3:9])=[O:6].[C:12](Cl)(=[O:16])[CH:13]([CH3:15])[CH3:14].O, predict the reaction product. The product is: [C:3]([CH:4]([C:12](=[O:16])[CH:13]([CH3:15])[CH3:14])[C:5]([O:7][CH2:8][CH3:9])=[O:6])(=[O:10])[CH:2]([CH3:1])[CH3:11]. (3) Given the reactants [Cl:1][C:2]1[CH:7]=[CH:6][C:5]([C:8](Cl)(Cl)Cl)=[CH:4][CH:3]=1.[C:12]1([O:20][CH3:21])[C:13](=[CH:16][CH:17]=[CH:18][CH:19]=1)[O:14][CH3:15].[OH2:22], predict the reaction product. The product is: [Cl:1][C:2]1[CH:7]=[CH:6][C:5]([C:8](=[O:22])[C:18]2[CH:17]=[CH:16][C:13]([O:14][CH3:15])=[C:12]([O:20][CH3:21])[CH:19]=2)=[CH:4][CH:3]=1.